From a dataset of Reaction yield outcomes from USPTO patents with 853,638 reactions. Predict the reaction yield, written as a fraction of the theoretical maximum amount of product (1.0 means a 100% yield; for example, 0.34 means a 34% yield). (1) The product is [Br:1][C:2]1[C:7]([O:8][CH2:18][CH3:19])=[CH:6][CH:5]=[CH:4][C:3]=1[C:9](=[O:11])[CH3:10]. The yield is 0.670. The reactants are [Br:1][C:2]1[C:7]([OH:8])=[CH:6][CH:5]=[CH:4][C:3]=1[C:9](=[O:11])[CH3:10].C(=O)([O-])[O-].[K+].[K+].[CH2:18](I)[CH3:19].C(OCC)(=O)C.CCCCCC. The catalyst is CN(C)C=O.O. (2) The yield is 0.700. The reactants are [N:1]1[CH:6]=[CH:5][CH:4]=[C:3]([OH:7])[CH:2]=1.C([O-])([O-])=O.[Cs+].[Cs+].Br[CH2:15][CH2:16][CH2:17][CH2:18][CH2:19][S:20][C:21]1[C:30]2[C:25](=[CH:26][C:27]([C:31]([F:34])([F:33])[F:32])=[CH:28][CH:29]=2)[N:24]=[CH:23][CH:22]=1.Cl. The product is [N:1]1[CH:6]=[CH:5][CH:4]=[C:3]([O:7][CH2:15][CH2:16][CH2:17][CH2:18][CH2:19][S:20][C:21]2[C:30]3[C:25](=[CH:26][C:27]([C:31]([F:34])([F:32])[F:33])=[CH:28][CH:29]=3)[N:24]=[CH:23][CH:22]=2)[CH:2]=1. The catalyst is O.CO.CN(C=O)C.